Task: Predict which catalyst facilitates the given reaction.. Dataset: Catalyst prediction with 721,799 reactions and 888 catalyst types from USPTO (1) The catalyst class is: 399. Product: [CH:21]1([N:11]2[C:12]3[C:8](=[C:7]([C:5]4[NH:6][N:3]=[N:2][N:1]=4)[CH:15]=[C:14]([C:16]([O:18][CH2:19][CH3:20])=[O:17])[CH:13]=3)[CH:9]=[CH:10]2)[CH2:22][CH2:23]1. Reactant: [N-:1]=[N+:2]=[N-:3].[Na+].[C:5]([C:7]1[CH:15]=[C:14]([C:16]([O:18][CH2:19][CH3:20])=[O:17])[CH:13]=[C:12]2[C:8]=1[CH:9]=[CH:10][N:11]2[CH:21]1[CH2:23][CH2:22]1)#[N:6].Cl.C(N(CC)CC)C.Cl. (2) Reactant: C[Si]([N-][Si](C)(C)C)(C)C.[Na+].C[O:12][C:13](=O)[C:14]1[CH:19]=[C:18]([CH:20]=[CH:21][C:22]([O:24]CC)=[O:23])[CH:17]=[N:16][C:15]=1[NH:27][C:28](=[O:30])[CH3:29].CO.O. Product: [OH:12][C:13]1[C:14]2[CH:19]=[C:18]([CH:20]=[CH:21][C:22]([OH:24])=[O:23])[CH:17]=[N:16][C:15]=2[NH:27][C:28](=[O:30])[CH:29]=1. The catalyst class is: 1. (3) Reactant: [Br:1][C:2]1[CH:7]=[CH:6][C:5]([NH:8][C:9]2[CH:10]=[C:11]([NH:15]C(=O)OC(C)(C)C)[CH:12]=[CH:13][CH:14]=2)=[C:4]([N+:23]([O-])=O)[CH:3]=1.[Sn](Cl)Cl. Product: [NH2:15][C:11]1[CH:10]=[C:9]([NH:8][C:5]2[C:4]([NH2:23])=[CH:3][C:2]([Br:1])=[CH:7][CH:6]=2)[CH:14]=[CH:13][CH:12]=1. The catalyst class is: 8.